From a dataset of Retrosynthesis with 50K atom-mapped reactions and 10 reaction types from USPTO. Predict the reactants needed to synthesize the given product. (1) Given the product CCSc1ccccc1-c1cnc2cc(C(F)(F)F)ccc2n1, predict the reactants needed to synthesize it. The reactants are: CCSc1ccccc1B1OC(C)(C)C(C)(C)O1.FC(F)(F)c1ccc2nc(Cl)cnc2c1. (2) The reactants are: COC(=O)[C@H](Cc1cccc(OC(=O)C(C)(C)C)c1)OC(C)C. Given the product COC(=O)[C@H](Cc1cccc(O)c1)OC(C)C, predict the reactants needed to synthesize it. (3) Given the product O=C1c2ccccc2C(=O)N1CC=CCBr, predict the reactants needed to synthesize it. The reactants are: BrCC=CCBr.O=C1NC(=O)c2ccccc21. (4) Given the product COC(=O)c1cnc(NC(C)C)c(C)c1, predict the reactants needed to synthesize it. The reactants are: CC(C)N.COC(=O)c1cnc(F)c(C)c1.